Dataset: Peptide-MHC class I binding affinity with 185,985 pairs from IEDB/IMGT. Task: Regression. Given a peptide amino acid sequence and an MHC pseudo amino acid sequence, predict their binding affinity value. This is MHC class I binding data. (1) The peptide sequence is LARFPCNVI. The MHC is HLA-B46:01 with pseudo-sequence HLA-B46:01. The binding affinity (normalized) is 0.0847. (2) The peptide sequence is GVAMPNLYK. The MHC is HLA-A03:01 with pseudo-sequence HLA-A03:01. The binding affinity (normalized) is 0.704. (3) The peptide sequence is AVYNFATCGI. The MHC is HLA-A68:02 with pseudo-sequence HLA-A68:02. The binding affinity (normalized) is 0.721. (4) The peptide sequence is ETINEEAAEW. The MHC is HLA-B44:03 with pseudo-sequence HLA-B44:03. The binding affinity (normalized) is 0.251. (5) The peptide sequence is KRMMIRYCL. The MHC is HLA-B58:01 with pseudo-sequence HLA-B58:01. The binding affinity (normalized) is 0.0847. (6) The peptide sequence is VSDGGPNLY. The MHC is HLA-B08:02 with pseudo-sequence HLA-B08:02. The binding affinity (normalized) is 0.0847.